Dataset: Reaction yield outcomes from USPTO patents with 853,638 reactions. Task: Predict the reaction yield, written as a fraction of the theoretical maximum amount of product (1.0 means a 100% yield; for example, 0.34 means a 34% yield). (1) The product is [F:17][C:4]1[CH:5]=[C:6]2[C:10](=[C:2]([C:18]#[N:19])[CH:3]=1)[N:9]1[CH2:11][CH2:12][NH:13][C:14](=[O:15])[C:8]1=[C:7]2[CH3:16]. The yield is 0.820. The reactants are Br[C:2]1[C:10]2[N:9]3[CH2:11][CH2:12][NH:13][C:14](=[O:15])[C:8]3=[C:7]([CH3:16])[C:6]=2[CH:5]=[C:4]([F:17])[CH:3]=1.[CH3:18][N:19](C=O)C. The catalyst is C1C=CC([P]([Pd]([P](C2C=CC=CC=2)(C2C=CC=CC=2)C2C=CC=CC=2)([P](C2C=CC=CC=2)(C2C=CC=CC=2)C2C=CC=CC=2)[P](C2C=CC=CC=2)(C2C=CC=CC=2)C2C=CC=CC=2)(C2C=CC=CC=2)C2C=CC=CC=2)=CC=1.C(=O)([O-])[O-].[K+].[K+]. (2) The reactants are [Cl:1][C:2]1[CH:7]=[C:6]([N+]([O-])=O)[CH:5]=[CH:4][N:3]=1.[CH3:11][O:12][C:13]1[CH:18]=[CH:17][C:16]([CH2:19][SH:20])=[CH:15][CH:14]=1.CN(C=O)C.C(=O)([O-])[O-].[Cs+].[Cs+]. The catalyst is ClCCl. The product is [CH3:11][O:12][C:13]1[CH:18]=[CH:17][C:16]([CH2:19][S:20][C:6]2[CH:5]=[CH:4][N:3]=[C:2]([Cl:1])[CH:7]=2)=[CH:15][CH:14]=1. The yield is 0.850. (3) The reactants are C([NH:4][C:5]1[CH:10]=[CH:9][C:8]([S:11]([NH:14][C:15]2[S:19][C:18]([CH2:20][C:21]([O:23]CC)=[O:22])=[N:17][N:16]=2)(=[O:13])=[O:12])=[CH:7][CH:6]=1)(=O)C.Cl. No catalyst specified. The product is [NH2:4][C:5]1[CH:10]=[CH:9][C:8]([S:11]([NH:14][C:15]2[S:19][C:18]([CH2:20][C:21]([OH:23])=[O:22])=[N:17][N:16]=2)(=[O:13])=[O:12])=[CH:7][CH:6]=1. The yield is 0.820. (4) The reactants are [F:1][C:2]1([F:33])[O:6][C:5]2[CH:7]=[CH:8][C:9]([C:11]3([C:14]([NH:16][C:17]4[N:22]=[C:21]([C:23]5[C:24]([O:30]C)=[N:25][CH:26]=[C:27]([CH3:29])[CH:28]=5)[CH:20]=[C:19]([CH3:32])[CH:18]=4)=[O:15])[CH2:13][CH2:12]3)=[CH:10][C:4]=2[O:3]1.[Si](I)(C)(C)C.CO. The catalyst is CC#N. The yield is 0.910. The product is [F:33][C:2]1([F:1])[O:6][C:5]2[CH:7]=[CH:8][C:9]([C:11]3([C:14]([NH:16][C:17]4[N:22]=[C:21]([C:23]5[C:24]([OH:30])=[N:25][CH:26]=[C:27]([CH3:29])[CH:28]=5)[CH:20]=[C:19]([CH3:32])[CH:18]=4)=[O:15])[CH2:13][CH2:12]3)=[CH:10][C:4]=2[O:3]1. (5) The reactants are [Br:1][C:2]1[CH:3]=[C:4]2[C:9](=[CH:10][CH:11]=1)[N:8]=[C:7](O)[N:6]=[CH:5]2.P(Cl)(Cl)([Cl:15])=O. No catalyst specified. The product is [Br:1][C:2]1[CH:3]=[C:4]2[C:9](=[CH:10][CH:11]=1)[N:8]=[C:7]([Cl:15])[N:6]=[CH:5]2. The yield is 0.870.